This data is from Full USPTO retrosynthesis dataset with 1.9M reactions from patents (1976-2016). The task is: Predict the reactants needed to synthesize the given product. (1) Given the product [ClH:21].[ClH:21].[CH3:19][C:16]1[N:15]=[C:14]([N:11]2[CH2:10][CH2:9][CH:8]([NH2:7])[CH2:13][CH2:12]2)[S:18][N:17]=1, predict the reactants needed to synthesize it. The reactants are: C(OC(=O)[NH:7][CH:8]1[CH2:13][CH2:12][N:11]([C:14]2[S:18][N:17]=[C:16]([CH3:19])[N:15]=2)[CH2:10][CH2:9]1)(C)(C)C.[ClH:21]. (2) Given the product [CH:22]([C:24]1[S:28][C:27]([C:2]2[CH:7]=[CH:6][C:5]([CH2:8][CH2:9][C:10]3([NH:18][C:19](=[O:21])[CH3:20])[CH2:15][O:14][C:13]([CH3:17])([CH3:16])[O:12][CH2:11]3)=[CH:4][CH:3]=2)=[CH:26][CH:25]=1)=[O:23], predict the reactants needed to synthesize it. The reactants are: Br[C:2]1[CH:7]=[CH:6][C:5]([CH2:8][CH2:9][C:10]2([NH:18][C:19](=[O:21])[CH3:20])[CH2:15][O:14][C:13]([CH3:17])([CH3:16])[O:12][CH2:11]2)=[CH:4][CH:3]=1.[CH:22]([C:24]1[S:28][C:27](B(O)O)=[CH:26][CH:25]=1)=[O:23].C(=O)([O-])O.[Na+].C(P(C(C)(C)C)C1C=CC=CC=1C1C=CC=CC=1)(C)(C)C. (3) Given the product [C:26]([CH:9]([NH:10][C:11](=[O:25])[C:12]1[CH:17]=[CH:16][C:15]([NH:18][C:19]2[N:24]=[CH:23][CH:22]=[CH:21][N:20]=2)=[CH:14][CH:13]=1)[CH2:8][CH2:7][C:6]([OH:29])=[O:5])(=[O:28])[NH2:27], predict the reactants needed to synthesize it. The reactants are: C([O:5][C:6](=[O:29])[CH2:7][CH2:8][CH:9]([C:26](=[O:28])[NH2:27])[NH:10][C:11](=[O:25])[C:12]1[CH:17]=[CH:16][C:15]([NH:18][C:19]2[N:24]=[CH:23][CH:22]=[CH:21][N:20]=2)=[CH:14][CH:13]=1)(C)(C)C.C(O)(C(F)(F)F)=O. (4) Given the product [Cl:1][C:2]1[CH:3]=[C:4]2[C:8](=[CH:9][CH:10]=1)[N:7]([CH:17]=[C:18]([C:19]1[CH:24]=[CH:23][CH:22]=[CH:21][CH:20]=1)[C:25]1[CH:30]=[CH:29][CH:28]=[CH:27][CH:26]=1)[C:6]1[CH2:11][N:12]([CH3:15])[CH2:13][CH2:14][C:5]2=1, predict the reactants needed to synthesize it. The reactants are: [Cl:1][C:2]1[CH:3]=[C:4]2[C:8](=[CH:9][CH:10]=1)[NH:7][C:6]1[CH2:11][N:12]([CH3:15])[CH2:13][CH2:14][C:5]2=1.Br[CH:17]=[C:18]([C:25]1[CH:30]=[CH:29][CH:28]=[CH:27][CH:26]=1)[C:19]1[CH:24]=[CH:23][CH:22]=[CH:21][CH:20]=1.N1CCC[C@H]1C(O)=O.P([O-])([O-])([O-])=O.[K+].[K+].[K+]. (5) Given the product [CH3:18][N:17]([CH3:21])[CH2:14][CH2:13][O:23][C:3]1[CH:8]=[C:7]([CH3:9])[N:6]=[C:5]([NH:10][C:11]2[CH:16]=[CH:15][C:14]([N:17]3[CH:21]=[C:20]([CH3:22])[N:19]=[CH:18]3)=[C:13]([O:23][CH3:24])[CH:12]=2)[N:4]=1, predict the reactants needed to synthesize it. The reactants are: [Na].Cl[C:3]1[CH:8]=[C:7]([CH3:9])[N:6]=[C:5]([NH:10][C:11]2[CH:16]=[CH:15][C:14]([N:17]3[CH:21]=[C:20]([CH3:22])[N:19]=[CH:18]3)=[C:13]([O:23][CH3:24])[CH:12]=2)[N:4]=1. (6) Given the product [Br:1][C:2]1[CH:3]=[C:4]2[N:9]=[C:10]([CH3:11])[NH:8][C:5]2=[N:6][CH:7]=1, predict the reactants needed to synthesize it. The reactants are: [Br:1][C:2]1[CH:3]=[C:4]([NH2:9])[C:5]([NH2:8])=[N:6][CH:7]=1.[C:10](O)(=O)[CH3:11]. (7) Given the product [F:15][C:14]([F:16])([F:17])[C:8]1[CH:7]=[C:6]2[C:11]([CH:12]=[CH:13][C:4]([NH2:1])=[CH:5]2)=[CH:10][CH:9]=1, predict the reactants needed to synthesize it. The reactants are: [N+:1]([C:4]1[CH:13]=[CH:12][C:11]2[C:6](=[CH:7][C:8]([C:14]([F:17])([F:16])[F:15])=[CH:9][CH:10]=2)[CH:5]=1)([O-])=O.